This data is from Catalyst prediction with 721,799 reactions and 888 catalyst types from USPTO. The task is: Predict which catalyst facilitates the given reaction. (1) Reactant: [N:1]([CH2:4][C:5]([C:8]1[CH:13]=[CH:12][CH:11]=[CH:10][N:9]=1)([F:7])[F:6])=[N+]=[N-]. Product: [F:7][C:5]([F:6])([C:8]1[CH:13]=[CH:12][CH:11]=[CH:10][N:9]=1)[CH2:4][NH2:1]. The catalyst class is: 78. (2) Reactant: C[O:2][C:3]([C:5]1[S:6][C:7]([C:12](=[O:22])[NH:13][CH2:14][C:15]2[CH:20]=[CH:19][CH:18]=[C:17]([OH:21])[CH:16]=2)=[CH:8][C:9]=1[C:10]#[N:11])=[O:4].O.[OH-].[Li+].C1COCC1.Cl. Product: [C:10]([C:9]1[CH:8]=[C:7]([C:12](=[O:22])[NH:13][CH2:14][C:15]2[CH:20]=[CH:19][CH:18]=[C:17]([OH:21])[CH:16]=2)[S:6][C:5]=1[C:3]([OH:4])=[O:2])#[N:11]. The catalyst class is: 6.